Predict which catalyst facilitates the given reaction. From a dataset of Catalyst prediction with 721,799 reactions and 888 catalyst types from USPTO. (1) Reactant: C[O:2][C:3]1[CH:10]=[CH:9][C:6]([C:7]#[N:8])=[CH:5][C:4]=1[C:11]([F:14])([F:13])[F:12].Cl.N1C=CC=CC=1. Product: [OH:2][C:3]1[CH:10]=[CH:9][C:6]([C:7]#[N:8])=[CH:5][C:4]=1[C:11]([F:12])([F:13])[F:14]. The catalyst class is: 6. (2) Reactant: C([O:8][C:9]1[CH:14]=[CH:13][C:12]([S:15]([NH:18][C@@H:19]2[CH2:24][CH2:23][N:22]([C:25]([O:27][C:28]([CH3:31])([CH3:30])[CH3:29])=[O:26])[CH2:21][C@:20]2([CH3:36])[C:32]([O:34][CH3:35])=[O:33])(=[O:17])=[O:16])=[CH:11][CH:10]=1)C1C=CC=CC=1. The catalyst class is: 105. Product: [OH:8][C:9]1[CH:10]=[CH:11][C:12]([S:15]([NH:18][C@@H:19]2[CH2:24][CH2:23][N:22]([C:25]([O:27][C:28]([CH3:29])([CH3:30])[CH3:31])=[O:26])[CH2:21][C@:20]2([CH3:36])[C:32]([O:34][CH3:35])=[O:33])(=[O:16])=[O:17])=[CH:13][CH:14]=1. (3) Reactant: [C:1]1([CH3:60])[CH:6]=[CH:5][C:4]([S:7]([N:10]2[CH2:23][CH2:22][CH2:21][CH2:20][N:19](C(C3C=CC=CC=3)(C3C=CC=CC=3)C3C=CC=CC=3)[CH2:18][CH2:17][N:16]([S:43]([C:46]3[CH:51]=[CH:50][C:49]([CH3:52])=[CH:48][CH:47]=3)(=[O:45])=[O:44])[CH2:15][CH2:14][N:13](CC3C=CC=CC=3)[CH2:12][CH2:11]2)(=[O:9])=[O:8])=[CH:3][CH:2]=1. Product: [C:1]1([CH3:60])[CH:2]=[CH:3][C:4]([S:7]([N:10]2[CH2:23][CH2:22][CH2:21][CH2:20][NH:19][CH2:18][CH2:17][N:16]([S:43]([C:46]3[CH:51]=[CH:50][C:49]([CH3:52])=[CH:48][CH:47]=3)(=[O:44])=[O:45])[CH2:15][CH2:14][NH:13][CH2:12][CH2:11]2)(=[O:9])=[O:8])=[CH:5][CH:6]=1. The catalyst class is: 45. (4) Reactant: [CH3:1][C:2]1[CH:11]=[C:10]([NH2:12])[C:9]2[C:4](=[CH:5][CH:6]=[C:7]([NH2:13])[CH:8]=2)[N:3]=1.C(=O)([O-])[O-].[Na+].[Na+].[Cl:20][C:21]1[NH:22][C:23](Cl)([S:27][CH3:28])[N:24]=[CH:25][N:26]=1. Product: [Cl:20][C:21]1[N:26]=[C:25]([NH:13][C:7]2[CH:8]=[C:9]3[C:4](=[CH:5][CH:6]=2)[N:3]=[C:2]([CH3:1])[CH:11]=[C:10]3[NH2:12])[N:24]=[C:23]([S:27][CH3:28])[N:22]=1. The catalyst class is: 7. (5) Reactant: [CH3:1][C:2]([CH3:7])([CH3:6])[CH2:3][CH2:4][NH2:5].[CH3:8][N:9]1[CH:13]=[CH:12][N:11]=[C:10]1[CH:14]=O.[BH4-].[Na+]. Product: [CH3:1][C:2]([CH3:7])([CH3:6])[CH2:3][CH2:4][NH:5][CH2:14][C:10]1[N:9]([CH3:8])[CH:13]=[CH:12][N:11]=1. The catalyst class is: 5.